Dataset: Peptide-MHC class II binding affinity with 134,281 pairs from IEDB. Task: Regression. Given a peptide amino acid sequence and an MHC pseudo amino acid sequence, predict their binding affinity value. This is MHC class II binding data. (1) The peptide sequence is INEPFAAAIAYGLDR. The MHC is HLA-DQA10401-DQB10402 with pseudo-sequence HLA-DQA10401-DQB10402. The binding affinity (normalized) is 0.690. (2) The peptide sequence is TYDKGILTVSVAVSE. The MHC is DRB1_1501 with pseudo-sequence DRB1_1501. The binding affinity (normalized) is 0.276. (3) The binding affinity (normalized) is 0.349. The peptide sequence is EICPAVKRDVDLFLTGT. The MHC is DRB1_0802 with pseudo-sequence DRB1_0802. (4) The peptide sequence is PAGKQYIHCFRKPHD. The MHC is DRB1_0101 with pseudo-sequence DRB1_0101. The binding affinity (normalized) is 0.210. (5) The MHC is HLA-DQA10102-DQB10501 with pseudo-sequence HLA-DQA10102-DQB10501. The binding affinity (normalized) is 0.420. The peptide sequence is AAHRARANESATILM. (6) The peptide sequence is KGSDPKKLVLNIKYT. The MHC is DRB1_0301 with pseudo-sequence DRB1_0301. The binding affinity (normalized) is 0.228. (7) The peptide sequence is IFKLGGRDSRSGSPMARR. The MHC is H-2-IEd with pseudo-sequence H-2-IEd. The binding affinity (normalized) is 0. (8) The peptide sequence is AFKVAATAANAVPAN. The MHC is DRB1_0401 with pseudo-sequence DRB1_0401. The binding affinity (normalized) is 0.826. (9) The peptide sequence is VHTGDQHQVGNETQG. The MHC is DRB1_1501 with pseudo-sequence DRB1_1501. The binding affinity (normalized) is 0.160.